From a dataset of Full USPTO retrosynthesis dataset with 1.9M reactions from patents (1976-2016). Predict the reactants needed to synthesize the given product. (1) Given the product [CH:13]([Si:20]([O:24][CH2:25][CH3:26])([O:21][CH2:22][CH3:23])[O:19][CH2:17][CH3:18])=[CH:14][CH2:15][CH3:16], predict the reactants needed to synthesize it. The reactants are: N#N.C(=O)=O.CC(O)C.C[Mg]Cl.[CH2:13]=[CH:14][CH:15]=[CH2:16].[CH2:17]([O:19][SiH:20]([O:24][CH2:25][CH3:26])[O:21][CH2:22][CH3:23])[CH3:18]. (2) Given the product [F:1][C:2]1[CH:3]=[C:4]2[C:5]([NH:8][CH2:18][C:19](=[O:20])[NH:9]2)=[CH:6][CH:7]=1, predict the reactants needed to synthesize it. The reactants are: [F:1][C:2]1[CH:3]=[C:4]([NH2:9])[C:5]([NH2:8])=[CH:6][CH:7]=1.CCN(CC)CC.Br[CH2:18][C:19](OCC)=[O:20]. (3) Given the product [C:19]([O:18][C:16](=[O:17])[NH:1][CH2:4][C:5]1[CH:12]=[CH:11][CH:10]=[CH:9][C:6]=1[C:7]#[N:8])([CH3:22])([CH3:21])[CH3:20], predict the reactants needed to synthesize it. The reactants are: [N:1]([CH2:4][C:5]1[CH:12]=[CH:11][CH:10]=[CH:9][C:6]=1[C:7]#[N:8])=[N+]=[N-].[Sn](Cl)Cl.[C:16](O[C:16]([O:18][C:19]([CH3:22])([CH3:21])[CH3:20])=[O:17])([O:18][C:19]([CH3:22])([CH3:21])[CH3:20])=[O:17]. (4) Given the product [C:1]([O:4][CH2:5][CH:6]([C:13]1[CH:18]=[CH:17][C:16]([OH:19])=[CH:15][CH:14]=1)[CH2:7][CH2:8][O:9][C:10](=[O:12])[CH3:11])(=[O:3])[CH3:2], predict the reactants needed to synthesize it. The reactants are: [C:1]([O:4][CH2:5][CH:6]([C:13]1[CH:18]=[CH:17][C:16]([O:19]COCCOC)=[CH:15][CH:14]=1)[CH2:7][CH2:8][O:9][C:10](=[O:12])[CH3:11])(=[O:3])[CH3:2].FC(F)(F)C(O)=O. (5) Given the product [CH3:8][C:6]1[CH:7]=[C:2]2[C:3](=[CH:4][C:5]=1[N+:9]([O-:11])=[O:10])[NH:12][N:13]=[CH:1]2, predict the reactants needed to synthesize it. The reactants are: [CH3:1][C:2]1[CH:7]=[C:6]([CH3:8])[C:5]([N+:9]([O-:11])=[O:10])=[CH:4][C:3]=1[NH2:12].[N:13]([O-])=O.[Na+].